Predict the reaction yield, written as a fraction of the theoretical maximum amount of product (1.0 means a 100% yield; for example, 0.34 means a 34% yield). From a dataset of Reaction yield outcomes from USPTO patents with 853,638 reactions. (1) The product is [O-:6][S:4]([C:7]([F:10])([F:9])[F:8])(=[O:5])=[O:3].[CH:40]([O:39][CH2:38][CH2:37][O:11][C:12]1[CH:17]=[CH:16][C:15]([S+:18]([C:25]2[CH:26]=[CH:27][C:28]([O:31][CH2:46][CH2:45][O:44][CH:43]=[CH2:42])=[CH:29][CH:30]=2)[C:19]2[CH:24]=[CH:23][CH:22]=[CH:21][CH:20]=2)=[CH:14][CH:13]=1)=[CH2:41]. The yield is 0.615. The reactants are [OH-].[Na+].[O-:3][S:4]([C:7]([F:10])([F:9])[F:8])(=[O:6])=[O:5].[OH:11][C:12]1[CH:17]=[CH:16][C:15]([S+:18]([C:25]2[CH:30]=[CH:29][C:28]([OH:31])=[CH:27][CH:26]=2)[C:19]2[CH:24]=[CH:23][CH:22]=[CH:21][CH:20]=2)=[CH:14][CH:13]=1.CS(C)=O.Cl[CH2:37][CH2:38][O:39][CH:40]=[CH2:41].[CH3:42][CH2:43][O:44][CH2:45][CH3:46]. The catalyst is O. (2) The reactants are [C:1]([C:3]1[CH:4]=[C:5]([C:8]([OH:10])=O)[NH:6][CH:7]=1)#[N:2].ClC(N(C)C)=C(C)C.[C:19]([O:23][C:24]([N:26]1[CH2:31][CH2:30][CH:29]([C:32]2[CH:37]=[CH:36][C:35]([NH2:38])=[C:34]([C:39]3[CH2:44][CH2:43][CH2:42][CH2:41][CH:40]=3)[CH:33]=2)[CH2:28][CH2:27]1)=[O:25])([CH3:22])([CH3:21])[CH3:20]. The catalyst is CC#N. The product is [C:19]([O:23][C:24]([N:26]1[CH2:31][CH2:30][CH:29]([C:32]2[CH:37]=[CH:36][C:35]([NH:38][C:8]([C:5]3[NH:6][CH:7]=[C:3]([C:1]#[N:2])[CH:4]=3)=[O:10])=[C:34]([C:39]3[CH2:44][CH2:43][CH2:42][CH2:41][CH:40]=3)[CH:33]=2)[CH2:28][CH2:27]1)=[O:25])([CH3:22])([CH3:20])[CH3:21]. The yield is 0.120. (3) The reactants are ClC1C=CC=C(F)C=1C(O)=O.ClS(O)(=O)=O.ClC1C(S(Cl)(=O)=O)=CC=C(F)C=1C(O)=O.[Cl:32][C:33]1[C:38]([C:39]([OH:41])=[O:40])=[C:37]([F:42])[C:36]([S:43](Cl)(=[O:45])=[O:44])=[CH:35][CH:34]=1.C(=O)([O-])[O-].[Na+].[Na+].[CH3:53][C:54]1([NH2:58])[CH2:57][O:56][CH2:55]1. The catalyst is O.C1COCC1. The product is [Cl:32][C:33]1[C:38]([C:39]([OH:41])=[O:40])=[C:37]([F:42])[C:36]([S:43](=[O:45])(=[O:44])[NH:58][C:54]2([CH3:53])[CH2:57][O:56][CH2:55]2)=[CH:35][CH:34]=1. The yield is 0.00250. (4) The reactants are C(N(C(C)C)CC)(C)C.[NH2:10][C:11]1[CH:26]=[CH:25][C:24]([Cl:27])=[CH:23][C:12]=1[C:13]([NH:15][CH2:16][CH:17]1[CH2:22][CH2:21][CH2:20][CH2:19][CH2:18]1)=[O:14].[F:28][C:29]1[CH:38]=[C:37]([C:39](O)=[O:40])[C:32]2[O:33][CH2:34][O:35][CH2:36][C:31]=2[CH:30]=1.CN(C(ON1N=NC2C=CC=NC1=2)=[N+](C)C)C.F[P-](F)(F)(F)(F)F. No catalyst specified. The product is [Cl:27][C:24]1[CH:25]=[CH:26][C:11]([NH:10][C:39]([C:37]2[C:32]3[O:33][CH2:34][O:35][CH2:36][C:31]=3[CH:30]=[C:29]([F:28])[CH:38]=2)=[O:40])=[C:12]([C:13]([NH:15][CH2:16][CH:17]2[CH2:22][CH2:21][CH2:20][CH2:19][CH2:18]2)=[O:14])[CH:23]=1. The yield is 0.470. (5) The reactants are [F:1][C:2]1[CH:3]=[C:4]([C:9]2[N:10]=[C:11]([C:14]3([CH2:20][NH2:21])[CH2:19][CH2:18][O:17][CH2:16][CH2:15]3)[S:12][CH:13]=2)[CH:5]=[C:6]([F:8])[CH:7]=1.[F:22][C:23]([F:39])([F:38])[C:24]1[O:28][N:27]=[C:26]([C:29]2[CH:30]=[C:31]([CH:35]=[CH:36][CH:37]=2)[C:32](O)=[O:33])[N:25]=1. No catalyst specified. The product is [F:8][C:6]1[CH:5]=[C:4]([C:9]2[N:10]=[C:11]([C:14]3([CH2:20][NH:21][C:32](=[O:33])[C:31]4[CH:35]=[CH:36][CH:37]=[C:29]([C:26]5[N:25]=[C:24]([C:23]([F:39])([F:38])[F:22])[O:28][N:27]=5)[CH:30]=4)[CH2:15][CH2:16][O:17][CH2:18][CH2:19]3)[S:12][CH:13]=2)[CH:3]=[C:2]([F:1])[CH:7]=1. The yield is 0.100. (6) The reactants are [CH3:1][C:2]1[N:7]=[CH:6][C:5]([C:8](=O)[CH2:9][C:10]2[CH:15]=[CH:14][N:13]=[CH:12][CH:11]=2)=[CH:4][CH:3]=1.[NH2:17][C:18]1[NH:19][N:20]=[C:21]([CH3:23])[CH:22]=1. No catalyst specified. The product is [CH3:23][C:21]1[C:22]2[C:18](=[N:17][C:8]([C:5]3[CH:6]=[N:7][C:2]([CH3:1])=[CH:3][CH:4]=3)=[C:9]([C:10]3[CH:15]=[CH:14][N:13]=[CH:12][CH:11]=3)[C:8]=2[C:5]2[CH:6]=[N:7][C:2]([CH3:1])=[CH:3][CH:4]=2)[NH:19][N:20]=1. The yield is 0.240. (7) The reactants are [Br:1][C:2]1[S:3][CH:4]=[CH:5][C:6]=1[CH:7]=O.[C:9]([CH:14]=P(C1C=CC=CC=1)(C1C=CC=CC=1)C1C=CC=CC=1)([O:11][CH2:12][CH3:13])=[O:10]. The catalyst is C1COCC1. The product is [CH2:12]([O:11][C:9](=[O:10])/[CH:14]=[CH:7]/[C:6]1[CH:5]=[CH:4][S:3][C:2]=1[Br:1])[CH3:13]. The yield is 0.940. (8) The reactants are [Cl:1][C:2]1[C:3]([NH:19][CH:20]2[CH2:25][CH2:24][NH:23][CH2:22][CH2:21]2)=[N:4][C:5]([NH:8][C:9]2[CH:10]=[CH:11][C:12]3[C:16]([CH:17]=2)=[N:15][N:14]([CH3:18])[CH:13]=3)=[N:6][CH:7]=1.Cl[C:27]1[N:32]=[N:31][C:30]([C:33]#[N:34])=[CH:29][CH:28]=1.C(N(CC)CC)C. The catalyst is C(O)C. The product is [Cl:1][C:2]1[C:3]([NH:19][CH:20]2[CH2:21][CH2:22][N:23]([C:27]3[N:32]=[N:31][C:30]([C:33]#[N:34])=[CH:29][CH:28]=3)[CH2:24][CH2:25]2)=[N:4][C:5]([NH:8][C:9]2[CH:10]=[CH:11][C:12]3[C:16]([CH:17]=2)=[N:15][N:14]([CH3:18])[CH:13]=3)=[N:6][CH:7]=1. The yield is 0.762. (9) The reactants are Br[C:2]1[CH:3]=[N:4][CH:5]=[CH:6][CH:7]=1.C([Mg]Cl)(C)C.[Sn:13](Cl)([CH3:16])([CH3:15])[CH3:14].N#N. The catalyst is C1COCC1. The product is [CH3:14][Sn:13]([CH3:16])([CH3:15])[C:2]1[CH:3]=[N:4][CH:5]=[CH:6][CH:7]=1. The yield is 0.660.